From a dataset of Reaction yield outcomes from USPTO patents with 853,638 reactions. Predict the reaction yield, written as a fraction of the theoretical maximum amount of product (1.0 means a 100% yield; for example, 0.34 means a 34% yield). (1) The reactants are [CH:1]1[C:13]2[CH:12]([CH2:14][O:15][C:16](=[O:35])[NH:17][C@@H:18]([CH2:29][O:30][C:31]([CH3:34])([CH3:33])[CH3:32])[C:19]([C:21]3[CH:22]=[N:23][C:24]([O:27][CH3:28])=[CH:25][CH:26]=3)=[O:20])[C:11]3[C:6](=[CH:7][CH:8]=[CH:9][CH:10]=3)[C:5]=2[CH:4]=[CH:3][CH:2]=1.CC([O-])C.CC([O-])C.CC([O-])C.[Al+3].O. The catalyst is CC(O)C.C1(C)C=CC=CC=1. The product is [C:31]([O:30][CH2:29][C@@H:18]([NH:17][C:16](=[O:35])[O:15][CH2:14][CH:12]1[C:11]2[CH:10]=[CH:9][CH:8]=[CH:7][C:6]=2[C:5]2[C:13]1=[CH:1][CH:2]=[CH:3][CH:4]=2)[C@H:19]([OH:20])[C:21]1[CH:22]=[N:23][C:24]([O:27][CH3:28])=[CH:25][CH:26]=1)([CH3:34])([CH3:32])[CH3:33]. The yield is 0.650. (2) The reactants are [Br:1][C:2]1[CH:15]=[C:14]([N+:16]([O-])=O)[C:13]([F:19])=[CH:12][C:3]=1[O:4][C:5]1[CH:10]=[CH:9][N:8]=[C:7]([Cl:11])[CH:6]=1. The catalyst is CCO.[Ni]. The product is [Br:1][C:2]1[C:3]([O:4][C:5]2[CH:10]=[CH:9][N:8]=[C:7]([Cl:11])[CH:6]=2)=[CH:12][C:13]([F:19])=[C:14]([CH:15]=1)[NH2:16]. The yield is 0.940. (3) The reactants are C[O:2][C:3](=[O:43])[C:4]1[CH:9]=[CH:8][C:7]([CH2:10][N:11]([C:13]2[CH:18]=[CH:17][C:16]([O:19][CH2:20][C:21]3[N:22]([C:29]4[CH:34]=[CH:33][CH:32]=[CH:31][C:30]=4[O:35][C:36]([F:39])([F:38])[F:37])[N:23]=[CH:24][C:25]=3[CH:26]3[CH2:28][CH2:27]3)=[CH:15][C:14]=2[CH3:40])[CH3:12])=[CH:6][C:5]=1[O:41][CH3:42].[OH-].[Na+].C1COCC1.Cl. The catalyst is O.CO. The product is [CH:26]1([C:25]2[CH:24]=[N:23][N:22]([C:29]3[CH:34]=[CH:33][CH:32]=[CH:31][C:30]=3[O:35][C:36]([F:37])([F:38])[F:39])[C:21]=2[CH2:20][O:19][C:16]2[CH:17]=[CH:18][C:13]([N:11]([CH2:10][C:7]3[CH:8]=[CH:9][C:4]([C:3]([OH:43])=[O:2])=[C:5]([O:41][CH3:42])[CH:6]=3)[CH3:12])=[C:14]([CH3:40])[CH:15]=2)[CH2:28][CH2:27]1. The yield is 0.970. (4) The reactants are [F:1][C:2]1[CH:7]=[CH:6][CH:5]=[CH:4][C:3]=1/[CH:8]=[CH:9]/[CH:10]1[CH2:15][CH2:14][N:13]([CH2:16][C:17]2[C:18]([O:23]C)=[N:19][CH:20]=[CH:21][N:22]=2)[CH2:12][CH2:11]1.C(=O)([O-])[O-].[Na+].[Na+].C(OCC)(=O)C. The catalyst is C(O)C.S(Cl)(Cl)=O. The product is [F:1][C:2]1[CH:7]=[CH:6][CH:5]=[CH:4][C:3]=1/[CH:8]=[CH:9]/[CH:10]1[CH2:11][CH2:12][N:13]([CH2:16][C:17]2[C:18](=[O:23])[NH:19][CH:20]=[CH:21][N:22]=2)[CH2:14][CH2:15]1. The yield is 0.630. (5) The reactants are [F:1][C:2]1[CH:28]=[CH:27][C:5]([CH2:6][N:7]2[C:19](=[O:20])[C:18]3[C:17]([O:21][CH2:22][O:23][CH3:24])=[C:16]4[C:11]([CH:12]=[CH:13][CH:14]=[N:15]4)=[C:10]([OH:25])[C:9]=3[C:8]2=[O:26])=[CH:4][CH:3]=1.C(N(C(C)C)CC)(C)C.[S:38](O[S:38]([C:41]([F:44])([F:43])[F:42])(=[O:40])=[O:39])([C:41]([F:44])([F:43])[F:42])(=[O:40])=[O:39]. The catalyst is ClCCl. The product is [F:1][C:2]1[CH:3]=[CH:4][C:5]([CH2:6][N:7]2[C:19](=[O:20])[C:18]3[C:17]([O:21][CH2:22][O:23][CH3:24])=[C:16]4[C:11]([CH:12]=[CH:13][CH:14]=[N:15]4)=[C:10]([O:25][S:38]([C:41]([F:44])([F:43])[F:42])(=[O:40])=[O:39])[C:9]=3[C:8]2=[O:26])=[CH:27][CH:28]=1. The yield is 1.00. (6) The reactants are CCN=C=NCCCN(C)C.Cl.C1C=CC2N(O)N=NC=2C=1.CCN(C(C)C)C(C)C.[CH2:32]([O:39][C:40]1[CH:57]=[CH:56][C:43]([C:44]([NH:46][CH2:47][C:48](=[O:55])[N:49]2[CH2:54][CH2:53][NH:52][CH2:51][CH2:50]2)=[O:45])=[CH:42][CH:41]=1)[C:33]1[CH:38]=[CH:37][CH:36]=[CH:35][CH:34]=1.[C:58]1([CH2:64][C:65](O)=[O:66])[CH:63]=[CH:62][CH:61]=[CH:60][CH:59]=1. The catalyst is O.CN(C=O)C. The product is [CH2:32]([O:39][C:40]1[CH:57]=[CH:56][C:43]([C:44]([NH:46][CH2:47][C:48](=[O:55])[N:49]2[CH2:50][CH2:51][N:52]([C:65](=[O:66])[CH2:64][C:58]3[CH:63]=[CH:62][CH:61]=[CH:60][CH:59]=3)[CH2:53][CH2:54]2)=[O:45])=[CH:42][CH:41]=1)[C:33]1[CH:38]=[CH:37][CH:36]=[CH:35][CH:34]=1. The yield is 0.550. (7) The reactants are [CH2:1]([O:8][C:9]1[CH:14]=[CH:13][C:12]([C:15]2[C:20](I)=[CH:19][CH:18]=[CH:17][C:16]=2[C:22]2[CH:27]=[CH:26][N:25]=[CH:24][CH:23]=2)=[CH:11][CH:10]=1)[C:2]1[CH:7]=[CH:6][CH:5]=[CH:4][CH:3]=1.[CH3:28][S:29]([O-:31])=[O:30].[Na+]. The catalyst is [Cu]I.CN(C=O)C. The product is [CH2:1]([O:8][C:9]1[CH:14]=[CH:13][C:12]([C:15]2[C:20]([S:29]([CH3:28])(=[O:31])=[O:30])=[CH:19][CH:18]=[CH:17][C:16]=2[C:22]2[CH:27]=[CH:26][N:25]=[CH:24][CH:23]=2)=[CH:11][CH:10]=1)[C:2]1[CH:7]=[CH:6][CH:5]=[CH:4][CH:3]=1. The yield is 0.370.